Dataset: Full USPTO retrosynthesis dataset with 1.9M reactions from patents (1976-2016). Task: Predict the reactants needed to synthesize the given product. (1) Given the product [ClH:1].[Cl:1][C:2]1[C:10]2[C:5](=[CH:6][CH:7]=[CH:8][CH:9]=2)[N:4]([C:20]2[CH:21]=[CH:22][C:23]([CH2:24][NH2:25])=[C:18]([F:17])[CH:19]=2)[C:3]=1[C:11]1[N:12]=[N:13][N:14]([CH3:16])[N:15]=1, predict the reactants needed to synthesize it. The reactants are: [Cl:1][C:2]1[C:10]2[C:5](=[CH:6][CH:7]=[CH:8][CH:9]=2)[NH:4][C:3]=1[C:11]1[N:12]=[N:13][N:14]([CH3:16])[N:15]=1.[F:17][C:18]1[CH:19]=[C:20](B(O)O)[CH:21]=[CH:22][C:23]=1[CH2:24][NH:25]C(OC(C)(C)C)=O. (2) Given the product [Br:22][CH2:20][C:19]([C:9]1[CH:10]=[C:11]([S:13]([F:15])([F:14])([F:16])([F:17])[F:18])[CH:12]=[C:7]([N:1]2[CH2:6][CH2:5][O:4][CH2:3][CH2:2]2)[CH:8]=1)=[O:21], predict the reactants needed to synthesize it. The reactants are: [N:1]1([C:7]2[CH:8]=[C:9]([C:19](=[O:21])[CH3:20])[CH:10]=[C:11]([S:13]([F:18])([F:17])([F:16])([F:15])[F:14])[CH:12]=2)[CH2:6][CH2:5][O:4][CH2:3][CH2:2]1.[Br-:22].[Br-].[Br-].C1([N+](C)(C)C)C=CC=CC=1.C1([N+](C)(C)C)C=CC=CC=1.C1([N+](C)(C)C)C=CC=CC=1.C(O)(=O)CC(CC(O)=O)(C(O)=O)O.C(Cl)Cl. (3) Given the product [CH:41]([N:10]1[CH2:11][CH2:12][C@H:13]([N:14]2[CH2:18][CH2:17][C@H:16]([NH:19][C:20](=[O:31])[C:21]3[CH:26]=[CH:25][CH:24]=[C:23]([C:27]([F:29])([F:28])[F:30])[CH:22]=3)[C:15]2=[O:32])[C@H:8]([CH2:7][S:4]([CH:1]([CH3:3])[CH3:2])(=[O:5])=[O:6])[CH2:9]1)([CH3:42])[CH3:47].[CH:1]([S:4]([CH2:7][C@H:8]1[C@@H:13]([N:14]2[CH2:18][CH2:17][C@H:16]([NH:19][C:20](=[O:31])[C:21]3[CH:26]=[CH:25][CH:24]=[C:23]([C:27]([F:28])([F:30])[F:29])[CH:22]=3)[C:15]2=[O:32])[CH2:12][CH2:11][NH:10][CH2:9]1)(=[O:5])=[O:6])([CH3:3])[CH3:2], predict the reactants needed to synthesize it. The reactants are: [CH:1]([S:4]([CH2:7][C@H:8]1[C@@H:13]([N:14]2[CH2:18][CH2:17][C@H:16]([NH:19][C:20](=[O:31])[C:21]3[CH:26]=[CH:25][CH:24]=[C:23]([C:27]([F:30])([F:29])[F:28])[CH:22]=3)[C:15]2=[O:32])[CH2:12][CH2:11][N:10](C(OC(C)(C)C)=O)[CH2:9]1)(=[O:6])=[O:5])([CH3:3])[CH3:2].F[C:41](F)(F)[C:42](O)=O.[C:47]([O-])(O)=O.[Na+]. (4) Given the product [O:6]1[C:7]2[CH:12]=[CH:11][CH:10]=[CH:9][C:8]=2[C:4]([CH:3]([CH3:2])[C:13]#[N:14])=[CH:5]1, predict the reactants needed to synthesize it. The reactants are: Br[CH2:2][CH2:3][C:4]1[C:8]2[CH:9]=[CH:10][CH:11]=[CH:12][C:7]=2[O:6][CH:5]=1.[C-:13]#[N:14].[Na+]. (5) Given the product [Cl:33][C:28]1[CH:29]=[CH:30][CH:31]=[CH:32][C:27]=1[CH2:26][O:25][C:23]1[CH:22]=[C:8]([CH:7]=[C:6]([O:5][CH2:4][C:3]2[CH:34]=[CH:35][CH:36]=[CH:37][C:2]=2[Cl:1])[CH:24]=1)[C:9]([NH:11][C:12]1[S:13][C:14]([C:17]([OH:19])=[O:18])=[CH:15][N:16]=1)=[O:10], predict the reactants needed to synthesize it. The reactants are: [Cl:1][C:2]1[CH:37]=[CH:36][CH:35]=[CH:34][C:3]=1[CH2:4][O:5][C:6]1[CH:7]=[C:8]([CH:22]=[C:23]([O:25][CH2:26][C:27]2[CH:32]=[CH:31][CH:30]=[CH:29][C:28]=2[Cl:33])[CH:24]=1)[C:9]([NH:11][C:12]1[S:13][C:14]([C:17]([O:19]CC)=[O:18])=[CH:15][N:16]=1)=[O:10].[OH-].[Na+].Cl. (6) Given the product [ClH:1].[ClH:1].[Cl:1][C:2]1[CH:7]=[C:6]([Cl:8])[CH:5]=[CH:4][C:3]=1[S:9]([N:12]1[C:20]2[C:15](=[CH:16][CH:17]=[CH:18][CH:19]=2)[C:14](/[CH:21]=[C:22]2\[O:23][C:24]3[C:31]([CH2:32][N:33]4[CH2:34][CH2:35][NH:36][CH2:37][CH2:38]4)=[C:30]([OH:46])[CH:29]=[CH:28][C:25]=3[C:26]\2=[O:27])=[CH:13]1)(=[O:10])=[O:11], predict the reactants needed to synthesize it. The reactants are: [Cl:1][C:2]1[CH:7]=[C:6]([Cl:8])[CH:5]=[CH:4][C:3]=1[S:9]([N:12]1[C:20]2[C:15](=[CH:16][CH:17]=[CH:18][CH:19]=2)[C:14](/[CH:21]=[C:22]2\[O:23][C:24]3[C:31]([CH2:32][N:33]4[CH2:38][CH2:37][N:36](C(OC(C)(C)C)=O)[CH2:35][CH2:34]4)=[C:30]([OH:46])[CH:29]=[CH:28][C:25]=3[C:26]\2=[O:27])=[CH:13]1)(=[O:11])=[O:10].FC(F)(F)C(O)=O. (7) Given the product [Cl:3][C:4]1[CH:5]=[CH:6][CH:7]=[C:8]2[C:12]=1[C:11](=[O:13])[N:10]([C@H:14]1[C:22]3[C:17](=[CH:18][CH:19]=[C:20]([C:23]([OH:25])=[O:24])[CH:21]=3)[CH2:16][CH2:15]1)[CH2:9]2, predict the reactants needed to synthesize it. The reactants are: [OH-].[K+].[Cl:3][C:4]1[CH:5]=[CH:6][CH:7]=[C:8]2[C:12]=1[C:11](=[O:13])[N:10]([C@H:14]1[C:22]3[C:17](=[CH:18][CH:19]=[C:20]([C:23]([O:25]C)=[O:24])[CH:21]=3)[CH2:16][CH2:15]1)[CH2:9]2. (8) Given the product [CH3:40][C:38]([OH:41])([C:33]1[CH:34]=[CH:35][CH:36]=[CH:37][C:32]=1[CH2:31][CH2:30][C@@H:29]([S:1][CH2:2][C:3]1([CH2:6][C:7]([OH:9])=[O:8])[CH2:5][CH2:4]1)[C:25]1[CH:26]=[CH:27][CH:28]=[C:23](/[CH:22]=[CH:21]/[C:17]2[CH:16]=[CH:15][C:14]3[CH:13]=[CH:12][C:11]([Cl:10])=[CH:20][C:19]=3[N:18]=2)[CH:24]=1)[CH3:39], predict the reactants needed to synthesize it. The reactants are: [SH:1][CH2:2][C:3]1([CH2:6][C:7]([OH:9])=[O:8])[CH2:5][CH2:4]1.[Cl:10][C:11]1[CH:20]=[C:19]2[C:14]([CH:15]=[CH:16][C:17]([CH:21]=[CH:22][C:23]3[CH:24]=[C:25]([C@@H:29](OS(C)(=O)=O)[CH2:30][CH2:31][C:32]4[CH:37]=[CH:36][CH:35]=[CH:34][C:33]=4[C:38]([OH:41])([CH3:40])[CH3:39])[CH:26]=[CH:27][CH:28]=3)=[N:18]2)=[CH:13][CH:12]=1. (9) Given the product [C:1]1([S:7][C@H:15]2[CH2:16][CH2:17][C@H:18]([C:21]3[CH:26]=[CH:25][C:24]([OH:27])=[CH:23][C:22]=3[OH:35])[CH2:19][CH2:20]2)[CH:6]=[CH:5][CH:4]=[CH:3][CH:2]=1, predict the reactants needed to synthesize it. The reactants are: [C:1]1([SH:7])[CH:6]=[CH:5][CH:4]=[CH:3][CH:2]=1.[F-].[Cs+].CS(O[C@H:15]1[CH2:20][CH2:19][C@@H:18]([C:21]2[CH:26]=[CH:25][C:24]([O:27][Si](C(C)(C)C)(C)C)=[CH:23][C:22]=2[O:35][Si](C(C)(C)C)(C)C)[CH2:17][CH2:16]1)(=O)=O.C(=O)([O-])O.[Na+]. (10) Given the product [CH3:19][N:2]([CH3:1])[S:3]([C:6]1[CH:15]=[C:14]([N+:16]([O-:18])=[O:17])[C:9]2[N:10]=[C:11]([CH3:13])[N:12]([CH3:20])[C:8]=2[CH:7]=1)(=[O:5])=[O:4], predict the reactants needed to synthesize it. The reactants are: [CH3:1][N:2]([CH3:19])[S:3]([C:6]1[CH:15]=[C:14]([N+:16]([O-:18])=[O:17])[C:9]2[N:10]=[C:11]([CH3:13])[NH:12][C:8]=2[CH:7]=1)(=[O:5])=[O:4].[C:20](=O)([O-])[O-].[K+].[K+].CI.